From a dataset of Reaction yield outcomes from USPTO patents with 853,638 reactions. Predict the reaction yield, written as a fraction of the theoretical maximum amount of product (1.0 means a 100% yield; for example, 0.34 means a 34% yield). (1) The catalyst is [Pd].CO. The product is [CH2:11]([C:8]1[CH:9]=[CH:10][C:2]([F:1])=[C:3]2[C:7]=1[NH:6][CH:5]=[C:4]2[C:13]([O:15][CH3:16])=[O:14])[CH3:12]. The yield is 0.890. The reactants are [F:1][C:2]1[CH:10]=[CH:9][C:8]([CH:11]=[CH2:12])=[C:7]2[C:3]=1[C:4]([C:13]([O:15][CH3:16])=[O:14])=[CH:5][NH:6]2. (2) The reactants are [CH3:1][C:2]1[CH:6]=[C:5]([C:7]2[C:8](=[O:25])[NH:9][C:10]3[C:15]([C:16]=2[C:17]2[CH:22]=[CH:21][CH:20]=[CH:19][CH:18]=2)=[CH:14][C:13]([CH:23]=[O:24])=[CH:12][CH:11]=3)[O:4][N:3]=1.[BH4-].[Na+]. The catalyst is C(Cl)Cl.CO. The product is [OH:24][CH2:23][C:13]1[CH:14]=[C:15]2[C:10](=[CH:11][CH:12]=1)[NH:9][C:8](=[O:25])[C:7]([C:5]1[O:4][N:3]=[C:2]([CH3:1])[CH:6]=1)=[C:16]2[C:17]1[CH:18]=[CH:19][CH:20]=[CH:21][CH:22]=1. The yield is 0.900. (3) The reactants are [Br:1][C:2]1[CH:3]=[C:4]([C:8]([NH:12][C:13](=[O:19])[O:14][C:15]([CH3:18])([CH3:17])[CH3:16])([CH3:11])[CH:9]=O)[CH:5]=[CH:6][CH:7]=1.[CH3:20][NH2:21].C(O[BH-](OC(=O)C)OC(=O)C)(=O)C.[Na+]. The catalyst is ClC(Cl)C.O.CC(O)=O. The product is [Br:1][C:2]1[CH:3]=[C:4]([C:8]([NH:12][C:13](=[O:19])[O:14][C:15]([CH3:18])([CH3:17])[CH3:16])([CH3:11])[CH2:9][NH:21][CH3:20])[CH:5]=[CH:6][CH:7]=1. The yield is 0.600. (4) The reactants are [F:1][C:2]1[CH:3]=[C:4]([C:11]2[C:12]([C:17]#[N:18])=[CH:13][CH:14]=[CH:15][CH:16]=2)[CH:5]=[C:6]([N+:8]([O-])=O)[CH:7]=1.O.O.[Sn](Cl)Cl. The catalyst is C(O)C.O1CCCC1. The product is [NH2:8][C:6]1[CH:7]=[C:2]([F:1])[CH:3]=[C:4]([C:11]2[C:12]([C:17]#[N:18])=[CH:13][CH:14]=[CH:15][CH:16]=2)[CH:5]=1. The yield is 0.580.